Task: Binary Classification. Given a miRNA mature sequence and a target amino acid sequence, predict their likelihood of interaction.. Dataset: Experimentally validated miRNA-target interactions with 360,000+ pairs, plus equal number of negative samples (1) The miRNA is cel-miR-1-3p with sequence UGGAAUGUAAAGAAGUAUGUA. The protein sequence of the target gene is MTTRGFSCLLLLIREIDLSAKRRI. Result: 0 (no interaction). (2) The miRNA is bta-miR-21-5p with sequence UAGCUUAUCAGACUGAUGUUGACU. The protein sequence of the target gene is MDLIRGVLLRLLLLASSLGPGAVSLRAAIRKPGKVGPPLDIKLGALNCTAFSIQWKMPRHPGSPILGYTVFYSEVGADKSLQEQLHSVPLSRDIPTTEEVIGDLKPGTEYRVSIAAYSQAGKGRLSSPRHVTTLSQDSCLPPAAPQQPHVIVVSDSEVALSWKPGASEGSAPIQYYSVEFIRPDFDKKWTSIHERIQMDSMVIKGLDPDTNYQFAVRAMNSHGPSPRSWPSDIIRTLCPEEAGSGRYGPRYITDMGAGEDDEGFEDDLDLDISFEEVKPLPATKGGNKKFLVESKKMSIS.... Result: 0 (no interaction). (3) The miRNA is hsa-miR-7-5p with sequence UGGAAGACUAGUGAUUUUGUUGUU. The protein sequence of the target gene is MPNFCAAPNCTRKSTQSDLAFFRFPRDPARCQKWVENCRRADLEDKTPDQLNKHYRLCAKHFETSMICRTSPYRTVLRDNAIPTIFDLTSHLNNPHSRHRKRIKELSEDEIRTLKQKKIDETSEQEQKHKETNNSNAQNPSEEEGEGQDEDILPLTLEEKENKEYLKSLFEILILMGKQNIPLDGHEADEIPEGLFTPDNFQALLECRINSGEEVLRKRFETTAVNTLFCSKTQQRQMLEICESCIREETLREVRDSHFFSIITDDVVDIAGEEHLPVLVRFVDESHNLREEFIGFLPYE.... Result: 1 (interaction).